This data is from Full USPTO retrosynthesis dataset with 1.9M reactions from patents (1976-2016). The task is: Predict the reactants needed to synthesize the given product. (1) Given the product [CH:25]1([O:33][CH3:32])[CH2:30][CH2:29][CH2:28][CH2:27]1.[Cl:1][C:2]1[N:7]=[C:6](/[CH:8]=[CH:34]/[N:35]([CH3:37])[CH3:36])[C:5]2[C:9]([I:31])=[N:10][N:11]([C:12]([C:13]3[CH:18]=[CH:17][CH:16]=[CH:15][CH:14]=3)([C:19]3[CH:20]=[CH:21][CH:22]=[CH:23][CH:24]=3)[C:25]3[CH:26]=[CH:27][CH:28]=[CH:29][CH:30]=3)[C:4]=2[CH:3]=1, predict the reactants needed to synthesize it. The reactants are: [Cl:1][C:2]1[N:7]=[C:6]([CH3:8])[C:5]2[C:9]([I:31])=[N:10][N:11]([C:12]([C:25]3[CH:30]=[CH:29][CH:28]=[CH:27][CH:26]=3)([C:19]3[CH:24]=[CH:23][CH:22]=[CH:21][CH:20]=3)[C:13]3[CH:18]=[CH:17][CH:16]=[CH:15][CH:14]=3)[C:4]=2[CH:3]=1.[CH3:32][O:33][CH:34](OC)[N:35]([CH3:37])[CH3:36]. (2) Given the product [CH3:19][N:20]1[CH2:25][CH2:24][CH2:23][CH:22]([C:27](=[O:33])[C:28]([O:30][CH2:31][CH3:32])=[O:29])[C:21]1=[O:26], predict the reactants needed to synthesize it. The reactants are: C(NC(C)C)(C)C.C([Li])CCC.CCCCCC.[CH3:19][N:20]1[CH2:25][CH2:24][CH2:23][CH2:22][C:21]1=[O:26].[C:27](OCC)(=[O:33])[C:28]([O:30][CH2:31][CH3:32])=[O:29]. (3) Given the product [Cl:1][C:2]1[CH:7]=[CH:6][C:5]([CH:8]2[C@H:13]([OH:14])[C@@H:12]([OH:15])[C@H:11]([OH:16])[C@@H:10]([CH2:17][OH:18])[O:9]2)=[CH:4][C:3]=1[CH2:21][C:22]1[CH:23]=[CH:24][C:25]([OH:28])=[CH:26][CH:27]=1, predict the reactants needed to synthesize it. The reactants are: [Cl:1][C:2]1[CH:7]=[CH:6][C:5]([C:8]2(OC)[C@H:13]([OH:14])[C@@H:12]([OH:15])[C@H:11]([OH:16])[C@@H:10]([CH2:17][OH:18])[O:9]2)=[CH:4][C:3]=1[CH2:21][C:22]1[CH:27]=[CH:26][C:25]([OH:28])=[CH:24][CH:23]=1.C([SiH](CC)CC)C.